From a dataset of Peptide-MHC class II binding affinity with 134,281 pairs from IEDB. Regression. Given a peptide amino acid sequence and an MHC pseudo amino acid sequence, predict their binding affinity value. This is MHC class II binding data. (1) The peptide sequence is AASGADGTYDITKLG. The MHC is HLA-DQA10102-DQB10502 with pseudo-sequence HLA-DQA10102-DQB10502. The binding affinity (normalized) is 0. (2) The peptide sequence is DKISDVSTIVPYIGPALNIV. The MHC is HLA-DPA10103-DPB10401 with pseudo-sequence HLA-DPA10103-DPB10401. The binding affinity (normalized) is 0.536. (3) The peptide sequence is FEWIEAKLSAGVEFL. The MHC is DRB1_0101 with pseudo-sequence DRB1_0101. The binding affinity (normalized) is 0.785. (4) The peptide sequence is LRIAAKIYSEADEAW. The MHC is DRB1_0404 with pseudo-sequence DRB1_0404. The binding affinity (normalized) is 0.228. (5) The peptide sequence is VVVHITDDNEEP. The MHC is DRB1_1101 with pseudo-sequence DRB1_1101. The binding affinity (normalized) is 0. (6) The peptide sequence is QVAKAGLKTNDRKWC. The MHC is HLA-DQA10201-DQB10301 with pseudo-sequence HLA-DQA10201-DQB10301. The binding affinity (normalized) is 0.199. (7) The peptide sequence is RNGEVIGLYGNGILV. The MHC is HLA-DQA10501-DQB10303 with pseudo-sequence HLA-DQA10501-DQB10303. The binding affinity (normalized) is 0.206. (8) The peptide sequence is GYITTNVLREILKEL. The MHC is HLA-DQA10301-DQB10301 with pseudo-sequence HLA-DQA10301-DQB10301. The binding affinity (normalized) is 0.292.